Dataset: Full USPTO retrosynthesis dataset with 1.9M reactions from patents (1976-2016). Task: Predict the reactants needed to synthesize the given product. (1) The reactants are: [NH2:1][C:2]1[CH:3]=[N:4][CH:5]=[CH:6][C:7]=1[OH:8].Cl[CH2:10][C:11](Cl)=[O:12].C(=O)([O-])[O-].[K+].[K+].O. Given the product [O:8]1[CH2:10][C:11](=[O:12])[NH:1][C:2]2[CH:3]=[N:4][CH:5]=[CH:6][C:7]1=2, predict the reactants needed to synthesize it. (2) Given the product [CH2:1]([O:8][C:9]1[CH:14]=[C:13]([Cl:15])[CH:12]=[CH:11][C:10]=1[C:16]1[N:20]=[C:19]([CH2:21][OH:22])[S:18][N:17]=1)[C:2]1[CH:3]=[CH:4][CH:5]=[CH:6][CH:7]=1, predict the reactants needed to synthesize it. The reactants are: [CH2:1]([O:8][C:9]1[CH:14]=[C:13]([Cl:15])[CH:12]=[CH:11][C:10]=1[C:16]1[N:20]=[C:19]([C:21](OCC)=[O:22])[S:18][N:17]=1)[C:2]1[CH:7]=[CH:6][CH:5]=[CH:4][CH:3]=1.[BH4-].[Na+].